From a dataset of Catalyst prediction with 721,799 reactions and 888 catalyst types from USPTO. Predict which catalyst facilitates the given reaction. (1) Reactant: [NH2:1][C:2]1[CH:3]=[CH:4][C:5]2[N:6]([C:8]([C:29]3[CH:34]=[CH:33][CH:32]=[CH:31][CH:30]=3)=[C:9]([C:11]3[CH:16]=[CH:15][C:14]([C:17]4([NH:21][C:22](=[O:28])[O:23][C:24]([CH3:27])([CH3:26])[CH3:25])[CH2:20][CH2:19][CH2:18]4)=[CH:13][CH:12]=3)[N:10]=2)[N:7]=1.N1C=CC=CC=1.[C:41](OC(=O)C)(=[O:43])[CH3:42]. Product: [C:41]([NH:1][C:2]1[CH:3]=[CH:4][C:5]2[N:6]([C:8]([C:29]3[CH:30]=[CH:31][CH:32]=[CH:33][CH:34]=3)=[C:9]([C:11]3[CH:12]=[CH:13][C:14]([C:17]4([NH:21][C:22](=[O:28])[O:23][C:24]([CH3:27])([CH3:26])[CH3:25])[CH2:20][CH2:19][CH2:18]4)=[CH:15][CH:16]=3)[N:10]=2)[N:7]=1)(=[O:43])[CH3:42]. The catalyst class is: 2. (2) Reactant: [CH3:1][N:2]1[CH2:7][CH2:6][N:5]([C:8]2[CH:13]=[C:12](O)[C:11]([N+:15]([O-:17])=[O:16])=[CH:10][N:9]=2)[CH2:4][CH2:3]1.O(Cl)[Cl:19].[P]. Product: [Cl:19][C:12]1[C:11]([N+:15]([O-:17])=[O:16])=[CH:10][N:9]=[C:8]([N:5]2[CH2:6][CH2:7][N:2]([CH3:1])[CH2:3][CH2:4]2)[CH:13]=1. The catalyst class is: 9. (3) Reactant: [F:1][C@@H:2]1[CH2:7][CH2:6][CH2:5][CH2:4][C@H:3]1[O:8][C:9]1[N:10]=[C:11]([O:31][CH2:32][CH2:33][CH3:34])[C:12]2[N:17]=[C:16]([C:18]3[CH:28]=[C:27]([CH3:29])[C:21]([O:22][CH2:23][C:24](O)=[O:25])=[C:20]([CH3:30])[CH:19]=3)[O:15][C:13]=2[N:14]=1.Cl.C(N=C=NCCCN(C)C)C.ON1C2N=CC=CC=2N=N1.C(N(CC)C(C)C)(C)C.[NH:66]1[CH2:77][CH2:76][CH2:75][C@H:67]1[C:68]([O:70][C:71]([CH3:74])([CH3:73])[CH3:72])=[O:69].Cl. Product: [F:1][C@@H:2]1[CH2:7][CH2:6][CH2:5][CH2:4][C@H:3]1[O:8][C:9]1[N:10]=[C:11]([O:31][CH2:32][CH2:33][CH3:34])[C:12]2[N:17]=[C:16]([C:18]3[CH:19]=[C:20]([CH3:30])[C:21]([O:22][CH2:23][C:24]([N:66]4[CH2:77][CH2:76][CH2:75][C@H:67]4[C:68]([O:70][C:71]([CH3:73])([CH3:74])[CH3:72])=[O:69])=[O:25])=[C:27]([CH3:29])[CH:28]=3)[O:15][C:13]=2[N:14]=1. The catalyst class is: 145. (4) Reactant: Br[CH2:2][C:3]1[C:8]([F:9])=[C:7]([F:10])[N:6]=[C:5]([F:11])[C:4]=1[Cl:12].[C:13]([O-:21])(=[O:20])[C:14]1[CH:19]=[CH:18][CH:17]=[CH:16][CH:15]=1.[Na+]. Product: [Cl:12][C:4]1[C:5]([F:11])=[N:6][C:7]([F:10])=[C:8]([F:9])[C:3]=1[CH2:2][O:21][C:13](=[O:20])[C:14]1[CH:19]=[CH:18][CH:17]=[CH:16][CH:15]=1. The catalyst class is: 215.